Dataset: Forward reaction prediction with 1.9M reactions from USPTO patents (1976-2016). Task: Predict the product of the given reaction. (1) Given the reactants [CH3:1][O:2][C:3]1[CH:16]=[CH:15][C:6]([CH2:7][N:8]2[CH:12]([CH3:13])[CH2:11][CH2:10][C:9]2=[O:14])=[CH:5][CH:4]=1.C[Si]([N-][Si](C)(C)C)(C)C.[Na+].I[CH2:28][CH3:29].[Cl-].[NH4+], predict the reaction product. The product is: [CH2:28]([CH:10]1[CH2:11][CH:12]([CH3:13])[N:8]([CH2:7][C:6]2[CH:15]=[CH:16][C:3]([O:2][CH3:1])=[CH:4][CH:5]=2)[C:9]1=[O:14])[CH3:29]. (2) Given the reactants N([O-])=O.[Na+].[C:5]([C:8]1[CH:12]=[C:11]([C:13]([NH:15][C@@H:16]([CH3:34])[CH2:17][N:18]2[CH:22]=[CH:21][C:20]([C:23]3[CH:28]=[CH:27][C:26]([C:29]#[N:30])=[C:25]([N+]([O-])=O)[CH:24]=3)=[N:19]2)=[O:14])[NH:10][N:9]=1)(=[O:7])[CH3:6].S(=O)(=O)(O)O.[I-:40].[K+], predict the reaction product. The product is: [C:5]([C:8]1[NH:9][N:10]=[C:11]([C:13]([NH:15][C@@H:16]([CH3:34])[CH2:17][N:18]2[CH:22]=[CH:21][C:20]([C:23]3[CH:28]=[CH:27][C:26]([C:29]#[N:30])=[C:25]([I:40])[CH:24]=3)=[N:19]2)=[O:14])[CH:12]=1)(=[O:7])[CH3:6]. (3) Given the reactants C(N(C(C)C)CC)(C)C.[CH3:10][N:11]([CH3:31])[CH2:12][CH2:13][C@H:14]([O:20][C:21]1[C:30]2[C:25](=[CH:26][CH:27]=[CH:28][CH:29]=2)[CH:24]=[CH:23][CH:22]=1)[C:15]1[S:16][CH:17]=[CH:18][CH:19]=1.C1(OC([Cl:41])=O)C=CC=CC=1.Cl.C(=O)([O-])O.[Na+], predict the reaction product. The product is: [ClH:41].[CH3:10][N:11]([CH2:12][CH2:13][C@H:14]([O:20][C:21]1[C:30]2[C:25](=[CH:26][CH:27]=[CH:28][CH:29]=2)[CH:24]=[CH:23][CH:22]=1)[C:15]1[S:16][CH:17]=[CH:18][CH:19]=1)[CH3:31]. (4) Given the reactants [NH2:1][C:2]1[C:11]2[N:12]=[C:13]([CH2:34][CH2:35][CH3:36])[N:14]([CH2:15][CH2:16][CH2:17][CH2:18][N:19]([O:26]C(OC(C)(C)C)=O)C(=O)C(C)(C)C)[C:10]=2[C:9]2[CH:8]=[CH:7][CH:6]=[CH:5][C:4]=2[N:3]=1.[ClH:37].O1CCOCC1, predict the reaction product. The product is: [ClH:37].[OH:26][NH:19][CH2:18][CH2:17][CH2:16][CH2:15][N:14]1[C:10]2[C:9]3[CH:8]=[CH:7][CH:6]=[CH:5][C:4]=3[N:3]=[C:2]([NH2:1])[C:11]=2[N:12]=[C:13]1[CH2:34][CH2:35][CH3:36]. (5) Given the reactants [N:1]1([CH2:7][C:8]2[CH:9]=[C:10]([NH2:15])[C:11]([NH2:14])=[CH:12][CH:13]=2)[CH2:6][CH2:5][O:4][CH2:3][CH2:2]1.[N+:16]([C:19]1[C:20]([C:24](O)=O)=[N:21][NH:22][CH:23]=1)([O-:18])=[O:17].F[B-](F)(F)F.N1(OC(N(C)C)=[N+](C)C)C2C=CC=CC=2N=N1, predict the reaction product. The product is: [N:1]1([CH2:7][C:8]2[CH:13]=[CH:12][C:11]3[NH:14][C:24]([C:20]4[C:19]([N+:16]([O-:18])=[O:17])=[CH:23][NH:22][N:21]=4)=[N:15][C:10]=3[CH:9]=2)[CH2:6][CH2:5][O:4][CH2:3][CH2:2]1. (6) Given the reactants B1([O-])OO1.[OH2:5].[OH2:6].O.O.[Na+].[F:10][C:11]1[CH:17]=[C:16]([C:18]([F:21])([F:20])[F:19])[CH:15]=[C:14]([F:22])[C:12]=1[NH2:13].FC1C([N+]([O-])=O)=C(O)C=C(F)C=1.O, predict the reaction product. The product is: [F:10][C:11]1[CH:17]=[C:16]([C:18]([F:21])([F:20])[F:19])[CH:15]=[C:14]([F:22])[C:12]=1[N+:13]([O-:6])=[O:5]. (7) Given the reactants [Br:1][C:2]1[CH:7]=[CH:6][C:5]([CH2:8][CH:9]([NH:14][C:15]([O:17][C:18]([CH3:21])([CH3:20])[CH3:19])=[O:16])[C:10](OC)=[O:11])=[CH:4][CH:3]=1.[Li]Cl.O.[BH4-].[Na+], predict the reaction product. The product is: [C:18]([O:17][C:15](=[O:16])[NH:14][CH:9]([CH2:10][OH:11])[CH2:8][C:5]1[CH:4]=[CH:3][C:2]([Br:1])=[CH:7][CH:6]=1)([CH3:19])([CH3:21])[CH3:20]. (8) Given the reactants [N+:1]([C:4]1[CH:5]=[C:6]([OH:10])[CH:7]=[CH:8][CH:9]=1)([O-:3])=[O:2].C([O-])([O-])=O.[K+].[K+].Br[CH2:18][CH2:19][Cl:20], predict the reaction product. The product is: [N+:1]([C:4]1[CH:5]=[C:6]([O:10][CH2:18][CH2:19][Cl:20])[CH:7]=[CH:8][CH:9]=1)([O-:3])=[O:2]. (9) Given the reactants [Br:1][C:2]1[CH:3]=[N:4][N:5]([C:7]2[CH:12]=[CH:11][N:10]=[CH:9][C:8]=2[N:13]2[CH2:18][CH2:17][CH:16]([C:19]([OH:21])=O)[CH2:15][CH2:14]2)[CH:6]=1.Cl.[F:23][C@H:24]1[CH2:28][CH2:27][NH:26][CH2:25]1.CN(C(ON1N=NC2C=CC=NC1=2)=[N+](C)C)C.F[P-](F)(F)(F)(F)F.CCN(C(C)C)C(C)C, predict the reaction product. The product is: [Br:1][C:2]1[CH:3]=[N:4][N:5]([C:7]2[CH:12]=[CH:11][N:10]=[CH:9][C:8]=2[N:13]2[CH2:14][CH2:15][CH:16]([C:19]([N:26]3[CH2:27][CH2:28][C@H:24]([F:23])[CH2:25]3)=[O:21])[CH2:17][CH2:18]2)[CH:6]=1.